This data is from Forward reaction prediction with 1.9M reactions from USPTO patents (1976-2016). The task is: Predict the product of the given reaction. (1) Given the reactants [OH:1][C:2]1[CH:9]=[C:8]([CH3:10])[C:5]([C:6]#[N:7])=[C:4]([CH3:11])[N:3]=1.[ClH:12], predict the reaction product. The product is: [ClH:12].[NH2:7][CH2:6][C:5]1[C:8]([CH3:10])=[CH:9][C:2]([OH:1])=[N:3][C:4]=1[CH3:11]. (2) Given the reactants C([O:3][C:4]([C:6]1[CH:7]=[C:8]2[C:13](=[C:14]([C:16]#[N:17])[CH:15]=1)[O:12][C:11]([CH3:19])([CH3:18])[CH2:10][C:9]2([CH3:21])[CH3:20])=[O:5])C.[OH-].[Na+].Cl, predict the reaction product. The product is: [C:16]([C:14]1[CH:15]=[C:6]([C:4]([OH:5])=[O:3])[CH:7]=[C:8]2[C:13]=1[O:12][C:11]([CH3:18])([CH3:19])[CH2:10][C:9]2([CH3:20])[CH3:21])#[N:17]. (3) Given the reactants [C:1]([O:5][C:6]([N:8]([CH3:10])[NH2:9])=[O:7])([CH3:4])([CH3:3])[CH3:2].[CH2:11]([O:13][C:14]1[CH:19]=[CH:18][CH:17]=[CH:16][C:15]=1B(O)O)[CH3:12].C(N(CC)CC)C, predict the reaction product. The product is: [C:1]([O:5][C:6]([N:8]([CH3:10])[NH:9][C:15]1[CH:16]=[CH:17][CH:18]=[CH:19][C:14]=1[O:13][CH2:11][CH3:12])=[O:7])([CH3:4])([CH3:3])[CH3:2]. (4) Given the reactants [CH3:1][C:2]1[S:6][C:5]2=[N:7][C:8]([CH2:10][C:11]([O:13]CC)=[O:12])=[CH:9][N:4]2[CH:3]=1.[ClH:16], predict the reaction product. The product is: [ClH:16].[CH3:1][C:2]1[S:6][C:5]2=[N:7][C:8]([CH2:10][C:11]([OH:13])=[O:12])=[CH:9][N:4]2[CH:3]=1. (5) Given the reactants [Cl-].O[NH3+:3].[C:4](=[O:7])([O-])[OH:5].[Na+].CS(C)=O.[CH2:13]([C:17]1[N:18]=[C:19]([CH3:52])[N:20]([CH2:39][C:40]([CH3:51])([CH3:50])[CH2:41][O:42][Si](C(C)(C)C)(C)C)[C:21](=[O:38])[C:22]=1[CH2:23][C:24]1[CH:29]=[CH:28][C:27]([C:30]2[C:31]([C:36]#[N:37])=[CH:32][CH:33]=[CH:34][CH:35]=2)=[CH:26][CH:25]=1)[CH2:14][CH2:15][CH3:16], predict the reaction product. The product is: [CH2:13]([C:17]1[N:18]=[C:19]([CH3:52])[N:20]([CH2:39][C:40]([CH3:50])([CH3:51])[CH2:41][OH:42])[C:21](=[O:38])[C:22]=1[CH2:23][C:24]1[CH:29]=[CH:28][C:27]([C:30]2[CH:35]=[CH:34][CH:33]=[CH:32][C:31]=2[C:36]2[NH:3][C:4](=[O:7])[O:5][N:37]=2)=[CH:26][CH:25]=1)[CH2:14][CH2:15][CH3:16]. (6) Given the reactants [CH2:1]([S:8][C:9]1[CH:10]=[C:11]2[C:16](=[CH:17][CH:18]=1)[C:15](Cl)=[N:14][N:13]=[C:12]2[O:20][CH3:21])[C:2]1[CH:7]=[CH:6][CH:5]=[CH:4][CH:3]=1.[Cl:22][C:23]1[CH:28]=[C:27](B(O)O)[C:26]([O:32][CH3:33])=[CH:25][C:24]=1[C:34]1[CH:39]=[CH:38][CH:37]=[C:36]([F:40])[CH:35]=1.C(=O)([O-])[O-].[K+].[K+], predict the reaction product. The product is: [CH2:1]([S:8][C:9]1[CH:10]=[C:11]2[C:16](=[CH:17][CH:18]=1)[C:15]([C:27]1[C:26]([O:32][CH3:33])=[CH:25][C:24]([C:34]3[CH:39]=[CH:38][CH:37]=[C:36]([F:40])[CH:35]=3)=[C:23]([Cl:22])[CH:28]=1)=[N:14][N:13]=[C:12]2[O:20][CH3:21])[C:2]1[CH:7]=[CH:6][CH:5]=[CH:4][CH:3]=1. (7) Given the reactants [C:1]1([OH:7])[CH:6]=[CH:5][CH:4]=[CH:3][CH:2]=1.[OH-].[K+].Cl[CH2:11][C:12]1[CH:20]=[CH:19][C:15]([C:16]([OH:18])=[O:17])=[CH:14][CH:13]=1.Cl, predict the reaction product. The product is: [O:7]([CH2:11][C:12]1[CH:20]=[CH:19][C:15]([C:16]([OH:18])=[O:17])=[CH:14][CH:13]=1)[C:1]1[CH:6]=[CH:5][CH:4]=[CH:3][CH:2]=1.